This data is from Forward reaction prediction with 1.9M reactions from USPTO patents (1976-2016). The task is: Predict the product of the given reaction. Given the reactants [C:1]([O:4][C@@H:5]1[C@@H:10]([O:11][C:12](=[O:14])[CH3:13])[C@@H:9]([O:15][C:16](=[O:18])[CH3:17])[C@@H:8]([CH2:19][O:20][C:21](=[O:23])[CH3:22])[O:7][C@:6]21[C:31]1[C:26](=[CH:27][C:28]([Cl:34])=[C:29]([CH2:32]Cl)[CH:30]=1)[CH2:25][O:24]2)(=[O:3])[CH3:2].[Si:35]([O:42][C:43]1[CH:48]=[CH:47][C:46](B(O)O)=[CH:45][CH:44]=1)([C:38]([CH3:41])([CH3:40])[CH3:39])([CH3:37])[CH3:36], predict the reaction product. The product is: [C:1]([O:4][C@@H:5]1[C@@H:10]([O:11][C:12](=[O:14])[CH3:13])[C@@H:9]([O:15][C:16](=[O:18])[CH3:17])[C@@H:8]([CH2:19][O:20][C:21](=[O:23])[CH3:22])[O:7][C@:6]21[C:31]1[C:26](=[CH:27][C:28]([Cl:34])=[C:29]([CH2:32][C:46]3[CH:47]=[CH:48][C:43]([O:42][Si:35]([C:38]([CH3:41])([CH3:40])[CH3:39])([CH3:37])[CH3:36])=[CH:44][CH:45]=3)[CH:30]=1)[CH2:25][O:24]2)(=[O:3])[CH3:2].